Dataset: Peptide-MHC class I binding affinity with 185,985 pairs from IEDB/IMGT. Task: Regression. Given a peptide amino acid sequence and an MHC pseudo amino acid sequence, predict their binding affinity value. This is MHC class I binding data. (1) The peptide sequence is RSVWIPGRW. The MHC is HLA-A02:11 with pseudo-sequence HLA-A02:11. The binding affinity (normalized) is 0.0847. (2) The peptide sequence is KIIAVFDSKL. The MHC is HLA-A02:03 with pseudo-sequence HLA-A02:03. The binding affinity (normalized) is 0.627.